From a dataset of Reaction yield outcomes from USPTO patents with 853,638 reactions. Predict the reaction yield, written as a fraction of the theoretical maximum amount of product (1.0 means a 100% yield; for example, 0.34 means a 34% yield). (1) The reactants are [F:1][C:2]([F:21])([F:20])[C:3]1[CH:8]=[CH:7][C:6]([S:9][C:10]2[NH:11][C:12]3[C:17]([N:18]=2)=[C:16]([NH2:19])[N:15]=[CH:14][N:13]=3)=[CH:5][CH:4]=1.C([O-])([O-])=O.[Cs+].[Cs+].[CH2:28](OS(C1C=CC(C)=CC=1)(=O)=O)[CH2:29][CH2:30][CH3:31]. The catalyst is CN(C=O)C. The product is [F:21][C:2]([F:1])([F:20])[C:3]1[CH:8]=[CH:7][C:6]([S:9][C:10]2[N:11]([CH2:28][CH2:29][CH2:30][CH3:31])[C:12]3[C:17]([N:18]=2)=[C:16]([NH2:19])[N:15]=[CH:14][N:13]=3)=[CH:5][CH:4]=1. The yield is 0.510. (2) The reactants are [O:1]1[CH:5]=[CH:4][CH:3]=[C:2]1[C:6]1[N:10]([C:11]2[CH:16]=[CH:15][C:14]([N+:17]([O-])=O)=[CH:13][CH:12]=2)[N:9]=[C:8]([C:20]([F:23])([F:22])[F:21])[CH:7]=1. The catalyst is C(O)(C)C.[Pd]. The product is [O:1]1[CH:5]=[CH:4][CH:3]=[C:2]1[C:6]1[N:10]([C:11]2[CH:12]=[CH:13][C:14]([NH2:17])=[CH:15][CH:16]=2)[N:9]=[C:8]([C:20]([F:23])([F:21])[F:22])[CH:7]=1. The yield is 0.920. (3) The reactants are [H-].[Na+].[Br:3][C:4]1[CH:5]=[CH:6][C:7](=[O:10])[NH:8][CH:9]=1.[CH3:11]I. The catalyst is C1COCC1. The product is [Br:3][C:4]1[CH:5]=[CH:6][C:7](=[O:10])[N:8]([CH3:11])[CH:9]=1. The yield is 0.968. (4) The reactants are [CH2:1]([C:3]1[C:8]([O:9][C:10]2[CH:15]=[CH:14][N:13]=[C:12]([C:16]3[S:20][C:19]([CH3:21])=[N:18][CH:17]=3)[CH:11]=2)=[CH:7][CH:6]=[C:5]([N+:22]([O-])=O)[N:4]=1)[CH3:2]. The catalyst is CO.[Pd]. The product is [CH2:1]([C:3]1[N:4]=[C:5]([NH2:22])[CH:6]=[CH:7][C:8]=1[O:9][C:10]1[CH:15]=[CH:14][N:13]=[C:12]([C:16]2[S:20][C:19]([CH3:21])=[N:18][CH:17]=2)[CH:11]=1)[CH3:2]. The yield is 0.110. (5) The reactants are [Cl:1][C:2]1[CH:7]=[CH:6][CH:5]=[C:4]([CH3:8])[C:3]=1[C:9]([F:16])([F:15])[C:10]([O:12][CH2:13][CH3:14])=[O:11].C1C(=O)N([Br:24])C(=O)C1.C(OOC(=O)C1C=CC=CC=1)(=O)C1C=CC=CC=1. The catalyst is C(Cl)(Cl)(Cl)Cl. The product is [Br:24][CH2:8][C:4]1[CH:5]=[CH:6][CH:7]=[C:2]([Cl:1])[C:3]=1[C:9]([F:15])([F:16])[C:10]([O:12][CH2:13][CH3:14])=[O:11]. The yield is 0.870. (6) The reactants are [C:1](OCC)(=S)C(N)=O.[CH:9]([C:12]1[N:13]=[C:14]([C:17]([O:19][CH2:20][CH3:21])=[O:18])[S:15][CH:16]=1)([CH3:11])[CH3:10]. No catalyst specified. The product is [CH2:20]([O:19][C:17]([C:14]1[S:15][CH:16]=[C:12]([CH:9]2[CH2:11][CH2:1][CH2:10]2)[N:13]=1)=[O:18])[CH3:21]. The yield is 0.640. (7) The reactants are Br[C:2]1[CH:3]=[C:4]2[C:8](=[CH:9][CH:10]=1)[N:7]([CH2:11][CH2:12][CH2:13][O:14][Si:15]([C:28]([CH3:31])([CH3:30])[CH3:29])([C:22]1[CH:27]=[CH:26][CH:25]=[CH:24][CH:23]=1)[C:16]1[CH:21]=[CH:20][CH:19]=[CH:18][CH:17]=1)[N:6]=[CH:5]2.C([Li])CCC.[B:37](OC)([O:40]C)[O:38]C. The catalyst is C1COCC1. The product is [Si:15]([O:14][CH2:13][CH2:12][CH2:11][N:7]1[C:8]2[C:4](=[CH:3][C:2]([B:37]([OH:40])[OH:38])=[CH:10][CH:9]=2)[CH:5]=[N:6]1)([C:28]([CH3:31])([CH3:29])[CH3:30])([C:22]1[CH:27]=[CH:26][CH:25]=[CH:24][CH:23]=1)[C:16]1[CH:21]=[CH:20][CH:19]=[CH:18][CH:17]=1. The yield is 0.520. (8) The reactants are [O:1]=[C:2]1[C:7]([CH2:8][C:9]2[CH:14]=[CH:13][C:12]([C:15]3[C:16]([C:21]#[N:22])=[CH:17][CH:18]=[CH:19][CH:20]=3)=[CH:11][CH:10]=2)=[C:6]([CH2:23][CH2:24][CH3:25])[N:5]2[N:26]=[CH:27][N:28]=[C:4]2[NH:3]1.[CH2:29](I)[CH3:30].C(=O)([O-])[O-].[K+].[K+].CN(C)C=O. The catalyst is C(OCC)(=O)C. The product is [CH2:29]([N:3]1[C:2](=[O:1])[C:7]([CH2:8][C:9]2[CH:10]=[CH:11][C:12]([C:15]3[C:16]([C:21]#[N:22])=[CH:17][CH:18]=[CH:19][CH:20]=3)=[CH:13][CH:14]=2)=[C:6]([CH2:23][CH2:24][CH3:25])[N:5]2[N:26]=[CH:27][N:28]=[C:4]12)[CH3:30]. The yield is 1.00.